Task: Predict the product of the given reaction.. Dataset: Forward reaction prediction with 1.9M reactions from USPTO patents (1976-2016) (1) The product is: [Br:1][C:2]1[CH:3]=[CH:4][C:5]([CH2:20][CH2:21][C:22]2[CH:23]=[CH:24][CH:25]=[CH:26][CH:27]=2)=[C:6]([CH:19]=1)[CH2:7][NH:8][C:9]1[CH:10]=[CH:11][C:12]([C:13]([OH:15])=[O:14])=[CH:17][CH:18]=1. Given the reactants [Br:1][C:2]1[CH:3]=[CH:4][C:5]([CH2:20][CH2:21][C:22]2[CH:27]=[CH:26][CH:25]=[CH:24][CH:23]=2)=[C:6]([CH:19]=1)[CH2:7][NH:8][C:9]1[CH:18]=[CH:17][C:12]([C:13]([O:15]C)=[O:14])=[CH:11][CH:10]=1.[OH-].[Na+], predict the reaction product. (2) Given the reactants Cl.[C:2]([N:5]1[C@@H:11]([CH3:12])[C@H:10]([NH2:13])[C:9](=[O:14])[N:8]([CH2:15][C:16]2[C:25]3[C:20](=[CH:21][CH:22]=[CH:23][CH:24]=3)[CH:19]=[CH:18][C:17]=2[O:26][CH3:27])[C:7]2[CH:28]=[CH:29][C:30]([C:32]#[N:33])=[CH:31][C:6]1=2)(=[O:4])[CH3:3].[C:34]([N:41]([CH3:47])[C@H:42]([C:44](O)=[O:45])[CH3:43])([O:36][C:37]([CH3:40])([CH3:39])[CH3:38])=[O:35].C(N(CC)C(C)C)(C)C.CN(C(ON1N=NC2C=CC=CC1=2)=[N+](C)C)C.F[P-](F)(F)(F)(F)F, predict the reaction product. The product is: [C:2]([N:5]1[C@@H:11]([CH3:12])[C@H:10]([NH:13][C:44](=[O:45])[C@@H:42]([N:41]([CH3:47])[C:34](=[O:35])[O:36][C:37]([CH3:38])([CH3:40])[CH3:39])[CH3:43])[C:9](=[O:14])[N:8]([CH2:15][C:16]2[C:25]3[C:20](=[CH:21][CH:22]=[CH:23][CH:24]=3)[CH:19]=[CH:18][C:17]=2[O:26][CH3:27])[C:7]2[CH:28]=[CH:29][C:30]([C:32]#[N:33])=[CH:31][C:6]1=2)(=[O:4])[CH3:3].